From a dataset of Full USPTO retrosynthesis dataset with 1.9M reactions from patents (1976-2016). Predict the reactants needed to synthesize the given product. (1) Given the product [NH2:9][C:5]1[CH:4]=[C:3]([CH:8]=[CH:7][CH:6]=1)[N:2]([CH3:1])[C:12](=[O:14])[CH3:13], predict the reactants needed to synthesize it. The reactants are: [CH3:1][N:2]([C:12](=[O:14])[CH3:13])[C:3]1[CH:8]=[CH:7][CH:6]=[C:5]([N+:9]([O-])=O)[CH:4]=1. (2) Given the product [Cl:8][C:9]1[CH:14]=[CH:13][CH:12]=[CH:11][C:10]=1[NH:15]/[N:16]=[CH:2]/[C:1]([O:5][CH3:6])=[O:4], predict the reactants needed to synthesize it. The reactants are: [C:1]([O:5][CH3:6])(=[O:4])[CH:2]=O.Cl.[Cl:8][C:9]1[CH:14]=[CH:13][CH:12]=[CH:11][C:10]=1[NH:15][NH2:16]. (3) Given the product [O:1]1[C:6]2[CH:7]=[CH:8][C:9]([CH2:11][NH:12][C:13]3[CH:14]=[C:15]([CH:18]=[CH:19][CH:20]=3)[C:16]#[N:17])=[CH:10][C:5]=2[O:4][CH2:3][CH2:2]1, predict the reactants needed to synthesize it. The reactants are: [O:1]1[C:6]2[CH:7]=[CH:8][C:9]([CH2:11][NH:12][C:13]3[CH:14]=[C:15]([CH:18]=[CH:19][C:20]=3F)[C:16]#[N:17])=[CH:10][C:5]=2[O:4][CH2:3][CH2:2]1.NC1C=C(C=CC=1)C#N.O1C2C=CC(C=O)=CC=2OCC1. (4) Given the product [BrH:16].[Br:16][C:8]1[CH:9]=[CH:10][C:3]([O:2][CH3:1])=[C:4]([CH:7]=1)[CH2:5][NH2:6], predict the reactants needed to synthesize it. The reactants are: [CH3:1][O:2][C:3]1[CH:10]=[CH:9][CH:8]=[CH:7][C:4]=1[CH2:5][NH2:6].CCOCC.[Br:16]Br. (5) Given the product [Br:1][C:2]1[C:17]([F:18])=[CH:16][C:5]2[O:6][C:7]3[CH:14]=[CH:13][CH:12]=[C:11]([F:15])[C:8]=3[C@H:9]3[C@H:22]([C:23]([OH:25])=[O:24])[CH2:21][CH2:20][C:19](=[O:26])[N:10]3[C:4]=2[CH:3]=1, predict the reactants needed to synthesize it. The reactants are: [Br:1][C:2]1[C:17]([F:18])=[CH:16][C:5]2[O:6][C:7]3[CH:14]=[CH:13][CH:12]=[C:11]([F:15])[C:8]=3[CH:9]=[N:10][C:4]=2[CH:3]=1.[C:19]1(=[O:26])[O:25][C:23](=[O:24])[CH2:22][CH2:21][CH2:20]1. (6) Given the product [NH2:34][C:33]1[CH:35]=[CH:36][C:30]([C:20]2[N:21]([CH2:24][CH2:25][CH3:26])[C:22]3[C:18]([C:19]=2[C:27]#[N:28])=[CH:17][CH:16]=[C:15]([O:14][CH3:13])[CH:23]=3)=[CH:31][CH:32]=1, predict the reactants needed to synthesize it. The reactants are: C(NC(C)C)(C)C.C([Li])CCC.[CH3:13][O:14][C:15]1[CH:23]=[C:22]2[C:18]([C:19]([C:27]#[N:28])=[CH:20][N:21]2[CH2:24][CH2:25][CH3:26])=[CH:17][CH:16]=1.I[C:30]1[CH:36]=[CH:35][C:33]([NH2:34])=[CH:32][CH:31]=1.C1(P(C2C=CC=CC=2)C2C=CC=CC=2)C=CC=CC=1. (7) The reactants are: Br[C:2]1[C:19]2[CH:18]=[CH:17][C:16]3[C:7](=[CH:8][CH:9]=[C:10]4[C:15]=3[CH:14]=[CH:13][CH:12]=[CH:11]4)[C:6]=2[CH:5]=[CH:4][CH:3]=1.[B:20](OC)([O:23]C)[O:21]C. Given the product [C:2]1([B:20]([OH:23])[OH:21])[C:19]2[CH:18]=[CH:17][C:16]3[C:7](=[CH:8][CH:9]=[C:10]4[C:15]=3[CH:14]=[CH:13][CH:12]=[CH:11]4)[C:6]=2[CH:5]=[CH:4][CH:3]=1, predict the reactants needed to synthesize it. (8) Given the product [I:13][C:14]1[CH:23]=[CH:22][C:17]([C:18]([NH:20][N:21]=[C:5]2[C:4]3[C:8](=[CH:9][CH:10]=[C:2]([I:1])[CH:3]=3)[NH:7][C:6]2=[O:11])=[O:19])=[CH:16][CH:15]=1, predict the reactants needed to synthesize it. The reactants are: [I:1][C:2]1[CH:3]=[C:4]2[C:8](=[CH:9][CH:10]=1)[NH:7][C:6](=[O:11])[C:5]2=O.[I:13][C:14]1[CH:23]=[CH:22][C:17]([C:18]([NH:20][NH2:21])=[O:19])=[CH:16][CH:15]=1. (9) Given the product [Cl:1][C:2]1[C:6]([C:7]([NH:30][CH2:29][CH2:28][CH2:27][C:26](=[CH2:25])[CH3:37])=[O:9])=[CH:5][N:4]([C:10]2[N:15]=[CH:14][CH:13]=[CH:12][N:11]=2)[N:3]=1, predict the reactants needed to synthesize it. The reactants are: [Cl:1][C:2]1[C:6]([C:7]([OH:9])=O)=[CH:5][N:4]([C:10]2[N:15]=[CH:14][CH:13]=[CH:12][N:11]=2)[N:3]=1.CCN(C(C)C)C(C)C.[CH3:25][CH:26]([CH3:37])[CH2:27][CH:28](C1C=NC=CC=1)[CH2:29][NH2:30].F[P-](F)(F)(F)(F)F.N1(O[P+](N(C)C)(N(C)C)N(C)C)C2C=CC=CC=2N=N1. (10) Given the product [C:1]([O:4][C@@H:5]1[C@@H:18]([O:19][C:20](=[O:22])[CH3:21])[C@H:17]([O:23][C:24](=[O:26])[CH3:25])[CH2:16][S:15][C@H:6]1[O:7][C:8]1[CH:9]=[N:10][CH:11]=[C:12]([C:32]2[CH:31]=[CH:30][N:29]=[C:28]([Cl:27])[CH:33]=2)[CH:13]=1)(=[O:3])[CH3:2], predict the reactants needed to synthesize it. The reactants are: [C:1]([O:4][C@@H:5]1[C@@H:18]([O:19][C:20](=[O:22])[CH3:21])[C@H:17]([O:23][C:24](=[O:26])[CH3:25])[CH2:16][S:15][C@H:6]1[O:7][C:8]1[CH:9]=[N:10][CH:11]=[C:12](Br)[CH:13]=1)(=[O:3])[CH3:2].[Cl:27][C:28]1[CH:33]=[C:32](B(O)O)[CH:31]=[CH:30][N:29]=1.